From a dataset of Reaction yield outcomes from USPTO patents with 853,638 reactions. Predict the reaction yield, written as a fraction of the theoretical maximum amount of product (1.0 means a 100% yield; for example, 0.34 means a 34% yield). (1) The reactants are [CH3:1][N:2]([CH3:6])[CH2:3][C:4]#[CH:5].BrC1[CH:13]=[C:12]([F:14])[CH:11]=[CH:10]C=1[N+]([O-])=O.C([N:20]([CH2:23][CH3:24])CC)C.CN(C=[O:29])C.[OH2:30]. The catalyst is Cl[Pd](Cl)([P](C1C=CC=CC=1)(C1C=CC=CC=1)C1C=CC=CC=1)[P](C1C=CC=CC=1)(C1C=CC=CC=1)C1C=CC=CC=1.[Cu]I. The product is [F:14][C:12]1[CH:11]=[CH:10][C:24]([C:5]#[C:4][CH2:3][N:2]([CH3:6])[CH3:1])=[C:23]([N+:20]([O-:29])=[O:30])[CH:13]=1. The yield is 0.680. (2) The reactants are Br[C:2]1[CH:7]=[C:6]([Br:8])[CH:5]=[CH:4][N:3]=1.[C:9]1(B(O)O)[CH:14]=[CH:13][CH:12]=[CH:11][CH:10]=1.C(=O)([O-])[O-].[K+].[K+]. The catalyst is C(COC)OC.O. The product is [C:9]1([C:2]2[CH:7]=[C:6]([Br:8])[CH:5]=[CH:4][N:3]=2)[CH:14]=[CH:13][CH:12]=[CH:11][CH:10]=1. The yield is 0.430. (3) The reactants are Br[C:2]1[N:3]=[C:4]([NH:10][C:11]2[S:15][N:14]=[C:13]([CH3:16])[CH:12]=2)[C:5](=[O:9])[N:6]([CH3:8])[CH:7]=1.[C:17]([O:20][CH2:21][C:22]1[C:23]([N:37]2[CH2:48][CH2:47][N:46]3[C:39](=[CH:40][C:41]4[CH2:42][C:43]([CH3:50])([CH3:49])[CH2:44][C:45]=43)[C:38]2=[O:51])=[N:24][CH:25]=[CH:26][C:27]=1B1OC(C)(C)C(C)(C)O1)(=[O:19])[CH3:18].[O-]P([O-])([O-])=O.[K+].[K+].[K+].O.O.O.C([O-])(=O)C.[Na+]. The catalyst is C1C=CC(P(C2C=CC=CC=2)[C-]2C=CC=C2)=CC=1.C1C=CC(P(C2C=CC=CC=2)[C-]2C=CC=C2)=CC=1.Cl[Pd]Cl.[Fe+2].O.C(#N)C. The product is [C:17]([O:20][CH2:21][C:22]1[C:23]([N:37]2[CH2:48][CH2:47][N:46]3[C:39](=[CH:40][C:41]4[CH2:42][C:43]([CH3:50])([CH3:49])[CH2:44][C:45]=43)[C:38]2=[O:51])=[N:24][CH:25]=[CH:26][C:27]=1[C:2]1[N:3]=[C:4]([NH:10][C:11]2[S:15][N:14]=[C:13]([CH3:16])[CH:12]=2)[C:5](=[O:9])[N:6]([CH3:8])[CH:7]=1)(=[O:19])[CH3:18]. The yield is 0.700. (4) The reactants are O1CCCCC1[N:7]1[C:15]2[C:10](=[CH:11][C:12]([C:16]3[N:20]=[CH:19][N:18](C(C4C=CC=CC=4)(C4C=CC=CC=4)C4C=CC=CC=4)[N:17]=3)=[CH:13][CH:14]=2)[C:9]([C:40]2[CH:41]=[C:42]([CH:47]=[CH:48][CH:49]=2)[C:43](OC)=[O:44])=[N:8]1.[OH-].[Li+].ON1C2C=CC=CC=2N=N1.[CH:62]1([NH2:72])[C:71]2[C:66](=[CH:67][CH:68]=[CH:69][CH:70]=2)[CH2:65][CH2:64][CH2:63]1.Cl.C(N=C=NCCCN(C)C)C.Cl. The catalyst is O1CCCC1.O.O1CCOCC1. The product is [NH:18]1[CH:19]=[N:20][C:16]([C:12]2[CH:11]=[C:10]3[C:15](=[CH:14][CH:13]=2)[NH:7][N:8]=[C:9]3[C:40]2[CH:41]=[C:42]([C:43]([NH:72][C:62]3[C:71]4[CH2:70][CH2:69][CH2:68][CH2:67][C:66]=4[CH:65]=[CH:64][CH:63]=3)=[O:44])[CH:47]=[CH:48][CH:49]=2)=[N:17]1. The yield is 0.130. (5) The yield is 0.900. The product is [C:15]([O:18][C:19]([N:10]1[C:11]2[C:6](=[CH:5][CH:4]=[C:3]([O:2][CH3:1])[CH:12]=2)[C:7](=[O:13])[CH2:8][CH2:9]1)=[O:20])([CH3:17])([CH3:16])[CH3:14]. The reactants are [CH3:1][O:2][C:3]1[CH:12]=[C:11]2[C:6]([C:7](=[O:13])[CH2:8][CH2:9][NH:10]2)=[CH:5][CH:4]=1.[CH3:14][C:15]([O:18][C:19](O[C:19]([O:18][C:15]([CH3:17])([CH3:16])[CH3:14])=[O:20])=[O:20])([CH3:17])[CH3:16].N#N. The catalyst is C1COCC1.CN(C1C=CN=CC=1)C.